From a dataset of Forward reaction prediction with 1.9M reactions from USPTO patents (1976-2016). Predict the product of the given reaction. (1) Given the reactants [Si]([O:8][C:9]1[CH:14]=[CH:13][C:12]([Cl:15])=[CH:11][C:10]=1[CH:16]1[CH2:19][N:18]([C:20]([O:22][C:23]([CH3:26])([CH3:25])[CH3:24])=[O:21])[CH2:17]1)(C(C)(C)C)(C)C.[F-].C[N+](C)(C)C, predict the reaction product. The product is: [Cl:15][C:12]1[CH:13]=[CH:14][C:9]([OH:8])=[C:10]([CH:16]2[CH2:17][N:18]([C:20]([O:22][C:23]([CH3:25])([CH3:24])[CH3:26])=[O:21])[CH2:19]2)[CH:11]=1. (2) Given the reactants [C:1]1([C:43]2[CH:48]=[CH:47][CH:46]=[CH:45][CH:44]=2)[CH:6]=[CH:5][CH:4]=[C:3]([N:7]2[C:12]3[N:13]=[CH:14][C:15]([F:17])=[CH:16][C:11]=3[C:10](=[O:18])[N:9]([C@@H:19]3[CH2:24][CH2:23][C@H:22]([NH:25][C:26](=[O:41])[CH2:27][N:28]4[CH2:33][CH2:32][N:31](C(OC(C)(C)C)=O)[CH2:30][CH2:29]4)[CH2:21][CH2:20]3)[C:8]2=[O:42])[CH:2]=1.Cl, predict the reaction product. The product is: [C:1]1([C:43]2[CH:48]=[CH:47][CH:46]=[CH:45][CH:44]=2)[CH:6]=[CH:5][CH:4]=[C:3]([N:7]2[C:12]3[N:13]=[CH:14][C:15]([F:17])=[CH:16][C:11]=3[C:10](=[O:18])[N:9]([C@@H:19]3[CH2:24][CH2:23][C@H:22]([NH:25][C:26](=[O:41])[CH2:27][N:28]4[CH2:33][CH2:32][NH:31][CH2:30][CH2:29]4)[CH2:21][CH2:20]3)[C:8]2=[O:42])[CH:2]=1. (3) Given the reactants Br[C:2]1[C:11]2[C:6](=[CH:7][CH:8]=[CH:9][CH:10]=2)[CH:5]=[N+:4]([O-:12])[CH:3]=1.[Cl-].[Li+].C(N(CC)CC)C.[CH2:22]([OH:25])[CH:23]=[CH2:24], predict the reaction product. The product is: [O-:12][N+:4]1[CH:3]=[C:2]([CH2:24][CH2:23][CH:22]=[O:25])[C:11]2[C:6](=[CH:7][CH:8]=[CH:9][CH:10]=2)[CH:5]=1. (4) Given the reactants [N+:1]([C:4]1[CH:13]=[C:12]2[C:7]([CH2:8][CH2:9][CH2:10][CH:11]2[OH:14])=[CH:6][CH:5]=1)([O-])=O, predict the reaction product. The product is: [NH2:1][C:4]1[CH:13]=[C:12]2[C:7]([CH2:8][CH2:9][CH2:10][CH:11]2[OH:14])=[CH:6][CH:5]=1. (5) Given the reactants O.[NH2:2][NH2:3].[CH2:4]([O:6][C:7](=[O:21])[C:8](=O)[CH2:9][C:10](=O)[CH2:11][CH2:12][C:13]1[CH:18]=[CH:17][CH:16]=[CH:15][CH:14]=1)[CH3:5], predict the reaction product. The product is: [CH2:4]([O:6][C:7]([C:8]1[CH:9]=[C:10]([CH2:11][CH2:12][C:13]2[CH:18]=[CH:17][CH:16]=[CH:15][CH:14]=2)[NH:3][N:2]=1)=[O:21])[CH3:5]. (6) Given the reactants B.[CH2:2]([CH:4]([CH2:18][CH3:19])[CH2:5][O:6][C:7]1[N:12]=[C:11]([C:13](=[O:17])[CH2:14][C:15]#[N:16])[CH:10]=[CH:9][CH:8]=1)[CH3:3].N.CO.C(Cl)Cl, predict the reaction product. The product is: [NH2:16][CH2:15][CH2:14][C@H:13]([C:11]1[CH:10]=[CH:9][CH:8]=[C:7]([O:6][CH2:5][CH:4]([CH2:18][CH3:19])[CH2:2][CH3:3])[N:12]=1)[OH:17]. (7) Given the reactants [CH:1]1[C:10]2[CH2:9][CH2:8][CH2:7][CH2:6][C:5]=2[CH:4]=[CH:3][C:2]=1[O:11][CH2:12][CH2:13][O:14][C:15]1[CH:30]=[CH:29][C:18]([CH2:19][CH:20]([C:25]([O:27]C)=[O:26])[C:21]([O:23]C)=[O:22])=[CH:17][CH:16]=1.[OH-].[Na+], predict the reaction product. The product is: [CH:1]1[C:10]2[CH2:9][CH2:8][CH2:7][CH2:6][C:5]=2[CH:4]=[CH:3][C:2]=1[O:11][CH2:12][CH2:13][O:14][C:15]1[CH:30]=[CH:29][C:18]([CH2:19][CH:20]([C:25]([OH:27])=[O:26])[C:21]([OH:23])=[O:22])=[CH:17][CH:16]=1. (8) The product is: [NH2:1][C:2]1[N:3]([C:17]2[CH:22]=[CH:21][CH:20]=[C:19]([O:23][CH3:24])[CH:18]=2)[N:4]=[C:5]2[C:14]3[CH:13]=[CH:12][C:11]([O:15][CH2:27][CH2:28][N:29]4[CH2:34][CH2:33][O:32][CH2:31][CH2:30]4)=[CH:10][C:9]=3[NH:8][C:7](=[O:16])[C:6]=12. Given the reactants [NH2:1][C:2]1[N:3]([C:17]2[CH:22]=[CH:21][CH:20]=[C:19]([O:23][CH3:24])[CH:18]=2)[N:4]=[C:5]2[C:14]3[CH:13]=[CH:12][C:11]([OH:15])=[CH:10][C:9]=3[NH:8][C:7](=[O:16])[C:6]=12.Cl.Cl[CH2:27][CH2:28][N:29]1[CH2:34][CH2:33][O:32][CH2:31][CH2:30]1.C(=O)([O-])[O-].[K+].[K+].[I-].[K+], predict the reaction product.